Dataset: Drug-target binding data from BindingDB using IC50 measurements. Task: Regression. Given a target protein amino acid sequence and a drug SMILES string, predict the binding affinity score between them. We predict pIC50 (pIC50 = -log10(IC50 in M); higher means more potent). Dataset: bindingdb_ic50. (1) The pIC50 is 8.5. The compound is Cc1n[nH]c2cc(F)c(C3C(C#N)=C(C(F)F)NC(C(F)F)=C3C#N)cc12. The target protein sequence is QIKDLGSELVRYDARVHTPHLDRLVSARSVSPTTEMVSNESVDYRATFPEDQFPNSSQNGSCRQVQYPLTDMSPILTSGDSDISSPLLQNTVHIDLSALNPELVQAVQHVVIGPSSLIVHFNEVIGRGHFGCVYHGTLLDNDGKKIHCAVKSLNRITDIGEVSQFLTEGIIMKDFSHPNVLSLLGICLRSEGSPLVVLPYMKHGDLRNFIRNETHNPTVKDLIGFGLQVAKGMKYLASKKFVHRDLAARNCMLDEKFTVKVADFGLARDMYDKEYYSVHNKTGAKLPVKWMALESLQTQKFTTKSDVWSFGVLLWELMTRGAPPYPDVNTFDITVYLLQGRRLLQPEYCPDPLYEVMLKCWHPKAEMRPSFSELVSRISAIFSTFIGEHYVHVNATYVNVKCVAPYPSLLSSEDNADDEVDTRPASFWETS. (2) The compound is CCCCOc1ncc(C(C)=O)cc1-c1nc2c(CC)n(C3CN(CC)C3)nc2c(=O)[nH]1. The target protein (P54827) has sequence MNLEPPKAEIRSATRVIGGPVTPRKGPPKFKQRQTRQFKSKPPKKGVQGFGDDIPGMEGLGTDITVICPWEAFNHLELHELAQYGII. The pIC50 is 6.1. (3) The drug is Cc1c2cc(O)c(=O)cc-2oc2cc(O)c(O)cc12. The target protein sequence is IPQETGRQTALFLLKLASRWPITHLHTDNGSNFTSQEVKMVAWWIGIEQSFGVPYNPQSQGVVEAMNHHLKNQISRIREQANTVETIVLVAVHCM. The pIC50 is 5.8.